This data is from Full USPTO retrosynthesis dataset with 1.9M reactions from patents (1976-2016). The task is: Predict the reactants needed to synthesize the given product. Given the product [CH2:38]([O:37][C:35](=[O:36])[C:34]1[CH:40]=[CH:41][CH:42]=[C:32]([N:11]2[C:12]3[C:17](=[CH:16][CH:15]=[CH:14][CH:13]=3)[C:9](=[C:7]([C:1]3[CH:2]=[CH:3][CH:4]=[CH:5][CH:6]=3)[CH3:8])[C:10]2=[O:18])[CH:33]=1)[CH3:39], predict the reactants needed to synthesize it. The reactants are: [C:1]1([C:7](=[C:9]2[C:17]3[C:12](=[CH:13][CH:14]=[CH:15][CH:16]=3)[NH:11][C:10]2=[O:18])[CH3:8])[CH:6]=[CH:5][CH:4]=[CH:3][CH:2]=1.C([O-])([O-])=O.[K+].[K+].CNCCNC.I[C:32]1[CH:33]=[C:34]([CH:40]=[CH:41][CH:42]=1)[C:35]([O:37][CH2:38][CH3:39])=[O:36].